The task is: Predict the reaction yield, written as a fraction of the theoretical maximum amount of product (1.0 means a 100% yield; for example, 0.34 means a 34% yield).. This data is from Reaction yield outcomes from USPTO patents with 853,638 reactions. (1) The yield is 0.560. The reactants are [Cl:1][C:2]1[CH:7]=[CH:6][CH:5]=[CH:4][C:3]=1[C@H:8]1[O:10][C@:9]1([CH2:18][N:19]1[C:23](=[S:24])[NH:22][CH:21]=[N:20]1)[C:11]1[CH:16]=[CH:15][CH:14]=[C:13]([F:17])[CH:12]=1.[CH2:25]([N:27](CC)CC)C.C(OCC)(=O)C. The product is [Cl:1][C:2]1[CH:7]=[CH:6][CH:5]=[CH:4][C:3]=1[C@H:8]1[O:10][C@:9]1([CH2:18][N:19]1[C:23]([S:24][C:25]#[N:27])=[N:22][CH:21]=[N:20]1)[C:11]1[CH:16]=[CH:15][CH:14]=[C:13]([F:17])[CH:12]=1. The catalyst is O1CCCC1. (2) The yield is 0.850. The catalyst is CC(C)=O. The reactants are [Cl:1][C:2]1[CH:11]=[CH:10][C:5]([C:6]([O:8][CH3:9])=[O:7])=[C:4]([OH:12])[CH:3]=1.Br[CH2:14][C:15]([O:17][CH2:18][CH3:19])=[O:16].C(=O)([O-])[O-].[K+].[K+]. The product is [Cl:1][C:2]1[CH:11]=[CH:10][C:5]([C:6]([O:8][CH3:9])=[O:7])=[C:4]([O:12][CH2:14][C:15]([O:17][CH2:18][CH3:19])=[O:16])[CH:3]=1. (3) The reactants are [C:1]([O:9][C@@H:10]1[C@@H:22]([OH:23])[C@H:21]([O:24][C@@H:25]2[O:57][C@H:56]([CH2:58][O:59][C:60](=[O:67])[C:61]3[CH:66]=[CH:65][CH:64]=[CH:63][CH:62]=3)[C@H:46]([O:47][C:48](=[O:55])[C:49]3[CH:54]=[CH:53][CH:52]=[CH:51][CH:50]=3)[C@H:36]([O:37][C:38](=[O:45])[C:39]3[CH:44]=[CH:43][CH:42]=[CH:41][CH:40]=3)[C@H:26]2[O:27][C:28](=[O:35])[C:29]2[CH:34]=[CH:33][CH:32]=[CH:31][CH:30]=2)[CH2:20][O:19][C@H:11]1[O:12][CH2:13][CH2:14][Si:15]([CH3:18])([CH3:17])[CH3:16])(=[O:8])[C:2]1[CH:7]=[CH:6][CH:5]=[CH:4][CH:3]=1.[C:68](OC(=O)C)(=[O:70])[CH3:69]. The catalyst is N1C=CC=CC=1. The product is [C:68]([O:23][C@H:22]1[C@H:21]([O:24][C@@H:25]2[O:57][C@H:56]([CH2:58][O:59][C:60](=[O:67])[C:61]3[CH:66]=[CH:65][CH:64]=[CH:63][CH:62]=3)[C@H:46]([O:47][C:48](=[O:55])[C:49]3[CH:54]=[CH:53][CH:52]=[CH:51][CH:50]=3)[C@H:36]([O:37][C:38](=[O:45])[C:39]3[CH:44]=[CH:43][CH:42]=[CH:41][CH:40]=3)[C@H:26]2[O:27][C:28](=[O:35])[C:29]2[CH:34]=[CH:33][CH:32]=[CH:31][CH:30]=2)[CH2:20][O:19][C@@H:11]([O:12][CH2:13][CH2:14][Si:15]([CH3:17])([CH3:16])[CH3:18])[C@@H:10]1[O:9][C:1](=[O:8])[C:2]1[CH:3]=[CH:4][CH:5]=[CH:6][CH:7]=1)(=[O:70])[CH3:69]. The yield is 0.990. (4) The reactants are [Br:1][C:2]1[C:3]([O:10][CH2:11][CH3:12])=[N:4][CH:5]=[C:6]([CH2:8]Cl)[CH:7]=1.[Na+].[I-].C([O-])([O-])=O.[K+].[K+].[CH3:21][C:22]1[N:23]=[N:24][NH:25][N:26]=1. The catalyst is C(#N)C. The product is [Br:1][C:2]1[C:3]([O:10][CH2:11][CH3:12])=[N:4][CH:5]=[C:6]([CH2:8][N:23]2[C:22]([CH3:21])=[N:26][N:25]=[N:24]2)[CH:7]=1. The yield is 0.540. (5) The reactants are Cl.[C:2]1([CH3:10])[CH:7]=[CH:6][C:5]([NH:8][NH2:9])=[CH:4][CH:3]=1.C(N(CC)CC)C.[CH2:18](Br)[CH2:19][C:20]1[CH:25]=[CH:24][CH:23]=[CH:22][CH:21]=1. The catalyst is CCO. The product is [CH2:18]([N:8]([C:5]1[CH:6]=[CH:7][C:2]([CH3:10])=[CH:3][CH:4]=1)[NH2:9])[CH2:19][C:20]1[CH:25]=[CH:24][CH:23]=[CH:22][CH:21]=1. The yield is 0.260.